From a dataset of Reaction yield outcomes from USPTO patents with 853,638 reactions. Predict the reaction yield, written as a fraction of the theoretical maximum amount of product (1.0 means a 100% yield; for example, 0.34 means a 34% yield). The reactants are [NH2:1][C:2]1[CH:7]=[CH:6][C:5]([OH:8])=[CH:4][C:3]=1[C:9](=O)[CH2:10][CH:11]([CH3:13])[CH3:12].[N:15]([O-])=O.[Na+].O.O.[Sn](Cl)Cl. The product is [OH:8][C:5]1[CH:4]=[C:3]2[C:2](=[CH:7][CH:6]=1)[NH:1][N:15]=[C:9]2[CH2:10][CH:11]([CH3:13])[CH3:12]. The yield is 0.410. The catalyst is O.Cl.